Dataset: Forward reaction prediction with 1.9M reactions from USPTO patents (1976-2016). Task: Predict the product of the given reaction. (1) Given the reactants [NH2:1][C:2]1[N:10]=[CH:9][C:8]([Br:11])=[CH:7][C:3]=1[C:4]([OH:6])=O.C(N(CC)C(C)C)(C)C.[CH3:21][S@:22]([C:25]1[CH:30]=[CH:29][CH:28]=[CH:27][CH:26]=1)(=[NH:24])=[O:23].F[P-](F)(F)(F)(F)F.N1(O[P+](N(C)C)(N(C)C)N(C)C)C2C=CC=CC=2N=N1, predict the reaction product. The product is: [NH2:1][C:2]1[N:10]=[CH:9][C:8]([Br:11])=[CH:7][C:3]=1[C:4]([N:24]=[S@@:22]([CH3:21])(=[O:23])[C:25]1[CH:30]=[CH:29][CH:28]=[CH:27][CH:26]=1)=[O:6]. (2) The product is: [C:26]1([CH3:30])[CH:27]=[CH:28][CH:29]=[C:24]([CH2:23][CH2:22][O:21][C:19]2[C:15]3[O:16][CH2:17][O:18][C:14]=3[CH:13]=[C:12]([C:10]([OH:11])=[O:9])[CH:20]=2)[CH:25]=1. Given the reactants C1(C)C=CC=C(CC[O:9][C:10]([C:12]2[CH:20]=[C:19]([O:21][CH2:22][CH2:23][C:24]3[CH:25]=[C:26]([CH3:30])[CH:27]=[CH:28][CH:29]=3)[C:15]3[O:16][CH2:17][O:18][C:14]=3[CH:13]=2)=[O:11])C=1.[OH-].[Na+].C1COCC1.O, predict the reaction product. (3) Given the reactants [NH2:1][CH2:2][CH2:3][CH2:4][C:5]1[CH:10]=[CH:9][C:8]([C:11]#[N:12])=[C:7]([F:13])[CH:6]=1.CSC.[B].C1COCC1.C1(N)C(F)=C(F)C(F)=C(N)C=1F.[ClH:35].Cl, predict the reaction product. The product is: [ClH:35].[ClH:35].[NH2:12][CH2:11][C:8]1[CH:9]=[CH:10][C:5]([CH2:4][CH2:3][CH2:2][NH2:1])=[CH:6][C:7]=1[F:13].